This data is from Full USPTO retrosynthesis dataset with 1.9M reactions from patents (1976-2016). The task is: Predict the reactants needed to synthesize the given product. (1) Given the product [CH2:25]([O:27][C:28](=[O:37])[CH2:29][S:30][C:31]1[S:35][C:34]([NH:36][C:9](=[O:11])[C:8]2[CH:12]=[C:13]([O:15][C@@H:16]([CH3:20])[CH2:17][O:18][CH3:19])[CH:14]=[C:6]([O:5][C:4]3[CH:21]=[CH:22][C:23]([F:24])=[C:2]([F:1])[CH:3]=3)[CH:7]=2)=[N:33][CH:32]=1)[CH3:26], predict the reactants needed to synthesize it. The reactants are: [F:1][C:2]1[CH:3]=[C:4]([CH:21]=[CH:22][C:23]=1[F:24])[O:5][C:6]1[CH:7]=[C:8]([CH:12]=[C:13]([O:15][C@@H:16]([CH3:20])[CH2:17][O:18][CH3:19])[CH:14]=1)[C:9]([OH:11])=O.[CH2:25]([O:27][C:28](=[O:37])[CH2:29][S:30][C:31]1[S:35][C:34]([NH2:36])=[N:33][CH:32]=1)[CH3:26]. (2) Given the product [Cl:1][C:2]1[CH:7]=[CH:6][C:5]([C@@:8]2([O:35][CH3:49])[C@H:13]([OH:14])[C@@H:12]([OH:19])[C@H:11]([OH:24])[C@@H:10]([CH2:29][OH:30])[O:9]2)=[CH:4][C:3]=1[CH2:36][C:37]1[CH:42]=[CH:41][C:40]([O:43][CH2:44][C:45]([F:48])([F:47])[F:46])=[CH:39][CH:38]=1, predict the reactants needed to synthesize it. The reactants are: [Cl:1][C:2]1[CH:7]=[CH:6][C:5]([C@@:8]2([OH:35])[C@H:13]([O:14][Si](C)(C)C)[C@@H:12]([O:19][Si](C)(C)C)[C@H:11]([O:24][Si](C)(C)C)[C@@H:10]([CH2:29][O:30][Si](C)(C)C)[O:9]2)=[CH:4][C:3]=1[CH2:36][C:37]1[CH:42]=[CH:41][C:40]([O:43][CH2:44][C:45]([F:48])([F:47])[F:46])=[CH:39][CH:38]=1.[CH3:49]S(O)(=O)=O.C(=O)(O)[O-].[Na+]. (3) Given the product [F:1][C:2]1[CH:7]=[C:6]([O:8][C@H:23]2[CH2:24][CH2:25][O:21][CH2:22]2)[CH:5]=[C:4]([F:9])[C:3]=1[C:10]1[N:15]=[C:14]([C:16]([O:18][CH3:19])=[O:17])[CH:13]=[CH:12][C:11]=1[F:20], predict the reactants needed to synthesize it. The reactants are: [F:1][C:2]1[CH:7]=[C:6]([OH:8])[CH:5]=[C:4]([F:9])[C:3]=1[C:10]1[N:15]=[C:14]([C:16]([O:18][CH3:19])=[O:17])[CH:13]=[CH:12][C:11]=1[F:20].[O:21]1[CH2:25][CH2:24][C@@H:23](O)[CH2:22]1.C1(P(C2C=CC=CC=2)C2C=CC=CC=2)C=CC=CC=1.CC(OC(/N=N/C(OC(C)C)=O)=O)C.